The task is: Predict the reactants needed to synthesize the given product.. This data is from Full USPTO retrosynthesis dataset with 1.9M reactions from patents (1976-2016). Given the product [CH2:1]([O:13][C:14]1[C:15]([F:23])=[C:16]([F:22])[C:17]([C:35]([OH:37])=[O:36])=[C:18]([F:21])[C:19]=1[F:20])[CH2:2][CH2:3][CH2:4][CH2:5][CH2:6][CH2:7][CH2:8][CH2:9][CH2:10][CH2:11][CH3:12], predict the reactants needed to synthesize it. The reactants are: [CH2:1]([O:13][C:14]1[C:19]([F:20])=[C:18]([F:21])[CH:17]=[C:16]([F:22])[C:15]=1[F:23])[CH2:2][CH2:3][CH2:4][CH2:5][CH2:6][CH2:7][CH2:8][CH2:9][CH2:10][CH2:11][CH3:12].C([Li])CCC.CCCCCC.[C:35](=[O:37])=[O:36].Cl.